This data is from Forward reaction prediction with 1.9M reactions from USPTO patents (1976-2016). The task is: Predict the product of the given reaction. (1) Given the reactants FC(F)(F)S(O[C:7]1[N:12]=[CH:11][C:10]2[C:13]3([CH2:26][C:27]4[CH:32]=[CH:31][CH:30]=[CH:29][N:28]=4)[CH2:25][CH2:24][C:19]4([O:23][CH2:22][CH2:21][O:20]4)[CH2:18][CH:14]3[CH2:15][CH2:16][CH2:17][C:9]=2[CH:8]=1)(=O)=O.[CH:35](/B(O)O)=[CH:36]\[C:37]1[CH:42]=[CH:41][CH:40]=[CH:39][CH:38]=1.C(=O)([O-])[O-].[Cs+].[Cs+].O1CCOCC1, predict the reaction product. The product is: [N:28]1[CH:29]=[CH:30][CH:31]=[CH:32][C:27]=1[CH2:26][C@@:13]12[CH2:25][CH2:24][C:19]3([O:23][CH2:22][CH2:21][O:20]3)[CH2:18][C@H:14]1[CH2:15][CH2:16][CH2:17][C:9]1[CH:8]=[C:7](/[CH:35]=[CH:36]/[C:37]3[CH:42]=[CH:41][CH:40]=[CH:39][CH:38]=3)[N:12]=[CH:11][C:10]=12. (2) Given the reactants [CH3:1][O:2][C:3]1[CH:4]=[CH:5][CH:6]=[C:7]2[C:12]=1[CH:11]=[N+:10]([O-])[CH:9]=[CH:8]2.P(Cl)(Cl)([Cl:16])=O, predict the reaction product. The product is: [Cl:16][C:11]1[C:12]2[C:7](=[CH:6][CH:5]=[CH:4][C:3]=2[O:2][CH3:1])[CH:8]=[CH:9][N:10]=1. (3) Given the reactants [OH:1][C:2]1[C:14]([CH:15]=[O:16])=[C:13]([CH:17]([CH3:19])[CH3:18])[CH:12]=[C:11]2[C:3]=1[C:4](=[O:20])[CH2:5][C:6]1([O:10]2)[CH2:9][CH2:8][CH2:7]1.C(=O)([O-])[O-].[K+].[K+].[F:27][C:28]([F:47])([F:46])[S:29](N([S:29]([C:28]([F:47])([F:46])[F:27])(=[O:31])=[O:30])C1C=CC=CC=1)(=[O:31])=[O:30].[Cl-].[NH4+], predict the reaction product. The product is: [F:27][C:28]([F:47])([F:46])[S:29]([O:1][C:2]1[C:14]([CH:15]=[O:16])=[C:13]([CH:17]([CH3:18])[CH3:19])[CH:12]=[C:11]2[C:3]=1[C:4](=[O:20])[CH2:5][C:6]1([O:10]2)[CH2:9][CH2:8][CH2:7]1)(=[O:31])=[O:30]. (4) Given the reactants S(Cl)([Cl:3])=O.[NH2:5][C:6]1[CH:14]=[CH:13][C:9]([C:10]([OH:12])=[O:11])=[CH:8][N:7]=1.[CH3:15]O, predict the reaction product. The product is: [ClH:3].[NH2:5][C:6]1[CH:14]=[CH:13][C:9]([C:10]([O:12][CH3:15])=[O:11])=[CH:8][N:7]=1.